Predict the reactants needed to synthesize the given product. From a dataset of Full USPTO retrosynthesis dataset with 1.9M reactions from patents (1976-2016). (1) Given the product [CH3:19][S:16]([C:13]1[CH:12]=[CH:11][C:10]([C:9](=[O:20])[CH2:5][C:4]([O:3][CH2:2][CH3:1])=[O:21])=[CH:15][CH:14]=1)(=[O:17])=[O:18], predict the reactants needed to synthesize it. The reactants are: [CH3:1][C:2]1(C)OC(=O)[CH:5]([C:9](=[O:20])[C:10]2[CH:15]=[CH:14][C:13]([S:16]([CH3:19])(=[O:18])=[O:17])=[CH:12][CH:11]=2)[C:4](=[O:21])[O:3]1. (2) Given the product [F:8][C:6]1[CH:5]=[CH:4][C:3]([C:9]2[N:14]=[CH:13][N:12]=[C:11]([NH:15][C:16]3[CH:21]=[CH:20][CH:19]=[C:18]([CH2:22][S:23]([CH3:26])(=[O:25])=[O:24])[CH:17]=3)[N:10]=2)=[C:2]([O:27][CH2:28][C:29]2[CH:30]=[N:31][CH:32]=[CH:33][CH:34]=2)[CH:7]=1, predict the reactants needed to synthesize it. The reactants are: F[C:2]1[CH:7]=[C:6]([F:8])[CH:5]=[CH:4][C:3]=1[C:9]1[N:14]=[CH:13][N:12]=[C:11]([NH:15][C:16]2[CH:21]=[CH:20][CH:19]=[C:18]([CH2:22][S:23]([CH3:26])(=[O:25])=[O:24])[CH:17]=2)[N:10]=1.[OH:27][CH2:28][C:29]1[CH:30]=[N:31][CH:32]=[CH:33][CH:34]=1. (3) Given the product [Cl:1][C:2]1[CH:3]=[CH:4][C:5]([CH:8]([CH2:13][C:14]2[CH:15]=[CH:16][C:17]([Cl:20])=[CH:18][CH:19]=2)[C:29]([CH3:30])([OH:28])[CH3:21])=[CH:6][CH:7]=1, predict the reactants needed to synthesize it. The reactants are: [Cl:1][C:2]1[CH:7]=[CH:6][C:5]([CH:8]([CH2:13][C:14]2[CH:19]=[CH:18][C:17]([Cl:20])=[CH:16][CH:15]=2)C(OC)=O)=[CH:4][CH:3]=1.[CH3:21][Mg]Br.[Cl-].[NH4+].CC[O:28][CH2:29][CH3:30]. (4) Given the product [N:52]1([C:49]2[N:50]=[CH:51][C:46]([C:2]3[N:3]=[C:4]4[C:10]5[CH:11]=[CH:12][CH:13]=[CH:14][C:9]=5[NH:8][C:7]5[N:15]=[CH:16][CH:17]=[CH:18][C:6]=5[N:5]4[C:19]=3[C:20]3[CH:21]=[CH:22][C:23]([C:26]4([NH2:30])[CH2:29][CH2:28][CH2:27]4)=[CH:24][CH:25]=3)=[CH:47][CH:48]=2)[CH2:53][CH2:54][O:55][CH2:56][CH2:57]1, predict the reactants needed to synthesize it. The reactants are: Br[C:2]1[N:3]=[C:4]2[C:10]3[CH:11]=[CH:12][CH:13]=[CH:14][C:9]=3[NH:8][C:7]3[N:15]=[CH:16][CH:17]=[CH:18][C:6]=3[N:5]2[C:19]=1[C:20]1[CH:25]=[CH:24][C:23]([C:26]2([NH:30]C(=O)OC(C)(C)C)[CH2:29][CH2:28][CH2:27]2)=[CH:22][CH:21]=1.CC1(C)C(C)(C)OB([C:46]2[CH:47]=[CH:48][C:49]([N:52]3[CH2:57][CH2:56][O:55][CH2:54][CH2:53]3)=[N:50][CH:51]=2)O1.[O-]P([O-])([O-])=O.[K+].[K+].[K+]. (5) Given the product [CH3:16][O:17][C:18]1[CH:23]=[CH:22][CH:21]=[CH:20][C:19]=1[N:24]1[CH:9]=[CH:10][C:11]([OH:13])=[N:12]1, predict the reactants needed to synthesize it. The reactants are: COC=CC(O)=O.C1(=O)[NH:12][C:11](=[O:13])[CH2:10][CH2:9]1.Cl.[CH3:16][O:17][C:18]1[CH:23]=[CH:22][CH:21]=[CH:20][C:19]=1[NH:24]N.[OH-].[Na+].Cl. (6) Given the product [ClH:36].[CH2:28]([N:3]([CH2:1][CH3:2])[C:4](=[O:27])[C:5]1[CH:6]=[CH:7][C:8]([C:11](=[C:18]2[CH2:24][CH:23]3[NH:25][CH:20]([CH2:21][CH2:22]3)[CH2:19]2)[C:12]2[CH:17]=[CH:16][CH:15]=[CH:14][CH:13]=2)=[CH:9][CH:10]=1)[CH3:29], predict the reactants needed to synthesize it. The reactants are: [CH2:1]([N:3]([CH2:28][CH3:29])[C:4](=[O:27])[C:5]1[CH:10]=[CH:9][C:8]([C:11](=[C:18]2[CH2:24][CH:23]3[N:25](C)[CH:20]([CH2:21][CH2:22]3)[CH2:19]2)[C:12]2[CH:17]=[CH:16][CH:15]=[CH:14][CH:13]=2)=[CH:7][CH:6]=1)[CH3:2].C([O-])([O-])=O.[K+].[K+].[Cl:36]C(OCC(Cl)(Cl)Cl)=O. (7) Given the product [CH3:9][O:8][C:6]1[CH:5]=[CH:4][C:3]2[NH:10][C:11]3[CH:12]=[N:13][N:14]([CH2:18][C:19]([N:21]([CH3:32])[C:22]4[CH:31]=[CH:30][C:25]5[N:26]=[C:27]([CH3:29])[O:28][C:24]=5[CH:23]=4)=[O:20])[C:15](=[O:17])[C:16]=3[C:2]=2[CH:7]=1, predict the reactants needed to synthesize it. The reactants are: Br[C:2]1[CH:7]=[C:6]([O:8][CH3:9])[CH:5]=[CH:4][C:3]=1[NH:10][C:11]1[CH:12]=[N:13][N:14]([CH2:18][C:19]([N:21]([CH3:32])[C:22]2[CH:31]=[CH:30][C:25]3[N:26]=[C:27]([CH3:29])[O:28][C:24]=3[CH:23]=2)=[O:20])[C:15](=[O:17])[CH:16]=1.CC([O-])=O.[Na+].